The task is: Regression. Given a target protein amino acid sequence and a drug SMILES string, predict the binding affinity score between them. We predict pKi (pKi = -log10(Ki in M); higher means stronger inhibition). Dataset: bindingdb_ki.. This data is from Drug-target binding data from BindingDB using Ki measurements. (1) The drug is C[C@H]1CCCN1C1CC[C@H](c2ccc(NS(=O)(=O)C3CC3)cc2)C1. The target protein sequence is MERAPPDGPLNASGALAGEAAAAGGARGFSAAWTAVLAALMALLIVATVLGNALVMLAFVADSSLRTQNNFFLLNLAISDFLVGAFCIPLYVPYVLTGRWTFGRGLCKLWLVVDYLLCTSSAFNIVLISYDRFLSVTRAVSYRAQQGNTRRAVRKMLLVWVLAFLLYGPAILSWEYLSGGSSIPEGHCYAEFFYNWYFLITASTLEFFTPFLSVTFFNLSIYLNIQRRTRLRLDGAREAGGPEPPPEAQPSPPPPPGCWGCWQKGHGEAMPLHRYGVGEAAAGAEAGETALGGGGGGGSAASPTSSSGSSSRGTERPRSLKRGSKPSASSASLEKRMKMVSQSFTQRFRLSRDRKVAKSLAVIVSIFGLCWAPYTLLMIIRAACHGHCVPDYWYETSFWLLWANSAVNPVLYPLCHHSFRRAFTKLLCPQKLKIQPHSSLEQCWK. The pKi is 7.5. (2) The drug is Nc1ncnc2nc(-c3ccc(N4CCOCC4)nc3)cc(-c3cccc(Br)c3)c12. The target protein (P10683) has sequence MARGSVILLAWLLLVATLSATLGLGMPTKEKRGWTLNSAGYLLGPHAIDNHRSFSDKHGLTGKRELPLEVEEGRLGSVAVPLPESNIVRTIMEFLSFLHLKEAGALDSLPGIPLATSSEDLEQS. The pKi is 5.0. (3) The drug is CNCCC(Oc1ccccc1C)c1ccccc1. The target protein (P07727) has sequence MYSFNTLRFYLWETIVFFSLAASKEADAARSAPKPMSPSDFLDKLMGRTSGYDARIRPNFKGPPVNVSCNIFINSFGSIAETTMDYRVNIFLRQQWNDPRLAYNEYPDDSLDLDPSMLDSIWKPDLFFANEKGAHFHEITTDNKLLRISRNGNVLYSIRITLTLACPMDLKNFPMDVQTCIMQLESFGYTMNDLIFEWQEQGAVQVADGLTLPQFILKEEKDLRYCTKHYNTGKFTCIEARFHLERQMGYYLIQMYIPSLLIVILSWISFWINMDAAPARVGLGITTVLTMTTQSSGSRASLPKVSYVKAIDIWMAVCLLFVFSALLEYAAVNFVSRQHKELLRFRRKRRHHKSPMLNLFQDDEGGEGRFNFSAYGMGPACLQAKDGISVKGANNNNTTNPAPAPSKSPEEMRKLFIQRAKKIDKISRIGFPMAFLIFNMFYWIIYKIVRREDVHNK. The pKi is 6.0. (4) The compound is Cc1ccccc1CCCCCCC(=O)c1ncc(-c2ccccn2)o1. The pKi is 8.5. The target protein (P18858) has sequence MQRSIMSFFHPKKEGKAKKPEKEASNSSRETEPPPKAALKEWNGVVSESDSPVKRPGRKAARVLGSEGEEEDEALSPAKGQKPALDCSQVSPPRPATSPENNASLSDTSPMDSSPSGIPKRRTARKQLPKRTIQEVLEEQSEDEDREAKRKKEEEEEETPKESLTEAEVATEKEGEDGDQPTTPPKPLKTSKAETPTESVSEPEVATKQELQEEEEQTKPPRRAPKTLSSFFTPRKPAVKKEVKEEEPGAPGKEGAAEGPLDPSGYNPAKNNYHPVEDACWKPGQKVPYLAVARTFEKIEEVSARLRMVETLSNLLRSVVALSPPDLLPVLYLSLNHLGPPQQGLELGVGDGVLLKAVAQATGRQLESVRAEAAEKGDVGLVAENSRSTQRLMLPPPPLTASGVFSKFRDIARLTGSASTAKKIDIIKGLFVACRHSEARFIARSLSGRLRLGLAEQSVLAALSQAVSLTPPGQEFPPAMVDAGKGKTAEARKTWLEEQG.... (5) The small molecule is N[C@@H](CCC(=O)N[C@H](CSc1ccc([N+](=O)[O-])cc1[N+](=O)[O-])C(=O)NCC(=O)O)C(=O)O. The target protein sequence is MDALCGSGELGSKFWDSNLSVHTENPDLTPCFQNSLLAWVPCIYLWVALPCYLLYLRHHCRGYIILSHLSKLKMVLGVLLWCVSWADLFYSFHGLVHGRAPAPVFFVTPLVVGVTMLLATLLIQYERLQGVQSSGVLIIFWFLCVVCAIVPFRSKILLAKAEGEISDPFRFTTFYIHFALVLSALILACFREKPPFFSAKNVDPNPYPETSAGFLSRLFFWWFTKMAIYGYRHPLEEKDLWSLKEEDRSQMVVQQLLEAWRKQEKQTARHKASAAPGKNASGEDEVLLGARPRPRKPSFLKALLATFGSSFLISACFKLIQDLLSFINPQLLSILIRFISNPMAPSWWGFLVAGLMFLCSMMQSLILQHYYHYIFVTGVKFRTGIMGVIYRKALVITNSVKRASTVGEIVNLMSVDAQRFMDLAPFLNLLWSAPLQIILAIYFLWQNLGPSVLAGVAFMVLLIPLNGAVAVKMRAFQVKQMKLKDSRIKLMSEILNGIKV.... The pKi is 3.5. (6) The small molecule is CC(CCSCC[C@H](N)C(=O)O)CCC(N)C(=O)O. The target protein (Q9H2M3) has sequence MAPAGRPGAKKGILERLESGEVVIGDGSFLITLEKRGYVKAGLWTPEAVIEHPDAVRQLHMEFLRAGSNVMQTFTFSASEDNMESKWEDVNAAACDLAREVAGKGDALVAGGICQTSIYKYQKDEARIKKLFRQQLEVFAWKNVDFLIAEYFEHVEEAVWAVEVLKESDRPVAVTMCIGPEGDMHDITPGECAVRLVKAGASIVGVNCRFGPDTSLKTMELMKEGLEWAGLKAHLMVQPLGFHAPDCGKEGFVDLPEYPFGLESRVATRWDIQKYAREAYNLGVRYIGGCCGFEPYHIRAIAEELAPERGFLPPASEKHGSWGSGLDMHTKPWIRARARREYWENLLPASGRPFCPSLSKPDF. The pKi is 7.1.